This data is from Reaction yield outcomes from USPTO patents with 853,638 reactions. The task is: Predict the reaction yield, written as a fraction of the theoretical maximum amount of product (1.0 means a 100% yield; for example, 0.34 means a 34% yield). (1) The reactants are [OH:1][C:2]1[CH:3]=[N:4][CH:5]=[CH:6][CH:7]=1.[H-].[Na+].[Cl:10][C:11]1[CH:12]=[C:13]([N+:18]([O-:20])=[O:19])[CH:14]=[CH:15][C:16]=1F.O. The catalyst is CC(N(C)C)=O. The product is [Cl:10][C:11]1[CH:12]=[C:13]([N+:18]([O-:20])=[O:19])[CH:14]=[CH:15][C:16]=1[O:1][C:2]1[CH:3]=[N:4][CH:5]=[CH:6][CH:7]=1. The yield is 0.860. (2) The product is [Cl:48][C:44]1[CH:43]=[C:42]([CH:40]([OH:41])[CH:39]([NH:38][C:12]([C:1]2[CH:2]=[CH:3][CH:4]=[C:5]3[CH2:11][CH2:10][CH2:9][CH:8]=[CH:7][C:6]=23)=[O:14])[CH2:49][C:50]2[CH:51]=[CH:52][C:53]3[O:57][CH2:56][C:55]([CH3:59])([CH3:58])[C:54]=3[CH:60]=2)[CH:47]=[CH:46][CH:45]=1. The yield is 0.540. The reactants are [C:1]1([C:12]([OH:14])=O)[CH:2]=[CH:3][CH:4]=[C:5]2[CH2:11][CH2:10][CH2:9][CH:8]=[CH:7][C:6]=12.Cl.C(N=C=NCCCN(C)C)C.O.ON1C2C=CC=CC=2N=N1.[NH2:38][CH:39]([CH2:49][C:50]1[CH:51]=[CH:52][C:53]2[O:57][CH2:56][C:55]([CH3:59])([CH3:58])[C:54]=2[CH:60]=1)[CH:40]([C:42]1[CH:47]=[CH:46][CH:45]=[C:44]([Cl:48])[CH:43]=1)[OH:41]. The catalyst is CN(C)C=O.C(OCC)(=O)C. (3) The reactants are [OH-].[K+].[CH2:3]([C:5]([S:26]([CH3:29])(=[O:28])=[O:27])([CH2:11][CH2:12][N:13]1[CH:18]=[CH:17][C:16]([C:19]2[CH:24]=[CH:23][CH:22]=[CH:21][CH:20]=2)=[CH:15][C:14]1=[O:25])[C:6]([O:8]CC)=[O:7])[CH3:4].O1CCCC1CO.O.Cl. The catalyst is O. The product is [CH2:3]([C:5]([S:26]([CH3:29])(=[O:28])=[O:27])([CH2:11][CH2:12][N:13]1[CH:18]=[CH:17][C:16]([C:19]2[CH:24]=[CH:23][CH:22]=[CH:21][CH:20]=2)=[CH:15][C:14]1=[O:25])[C:6]([OH:8])=[O:7])[CH3:4]. The yield is 0.850. (4) The reactants are [CH3:1][O:2][C:3]1[CH:8]=[CH:7][CH:6]=[CH:5][C:4]=1B(O)O.I[C:13]1[CH:14]=[CH:15][C:16]2[N:17]([N:19]=[C:20]([C:26]3[CH:31]=[CH:30][CH:29]=[CH:28][CH:27]=3)[C:21]=2[C:22]([NH:24][CH3:25])=[O:23])[CH:18]=1.C(=O)([O-])[O-].[Na+].[Na+]. The catalyst is C([O-])(=O)C.[Pd+2].C([O-])(=O)C.CN(C)C=O. The product is [CH3:1][O:2][C:3]1[CH:8]=[CH:7][CH:6]=[CH:5][C:4]=1[C:13]1[CH:14]=[CH:15][C:16]2[N:17]([N:19]=[C:20]([C:26]3[CH:31]=[CH:30][CH:29]=[CH:28][CH:27]=3)[C:21]=2[C:22]([NH:24][CH3:25])=[O:23])[CH:18]=1. The yield is 0.360. (5) The reactants are [Cl:1][C:2]1[CH:7]=[CH:6][N:5]=[C:4]([CH2:8][C:9]([C:12]2[CH:17]=[CH:16][C:15]([F:18])=[CH:14][CH:13]=2)=[N:10]O)[CH:3]=1.FC(F)(F)C(OC(=O)C(F)(F)F)=O.C(N(CC)CC)C.O. The catalyst is COCCOC.[Fe](Cl)Cl. The product is [Cl:1][C:2]1[CH:7]=[CH:6][N:5]2[N:10]=[C:9]([C:12]3[CH:17]=[CH:16][C:15]([F:18])=[CH:14][CH:13]=3)[CH:8]=[C:4]2[CH:3]=1. The yield is 0.570. (6) The reactants are [CH:1]([O:4][C:5]1[CH:9]=[C:8]([CH2:10][CH2:11][C:12]([O:14][CH2:15][CH3:16])=[O:13])[NH:7][N:6]=1)([CH3:3])[CH3:2].[H-].[Na+].[Cl:19][C:20]1[CH:27]=[CH:26][C:23]([CH2:24]Cl)=[C:22]([CH3:28])[CH:21]=1.Cl. The product is [Cl:19][C:20]1[CH:27]=[CH:26][C:23]([CH2:24][N:7]2[C:8]([CH2:10][CH2:11][C:12]([O:14][CH2:15][CH3:16])=[O:13])=[CH:9][C:5]([O:4][CH:1]([CH3:3])[CH3:2])=[N:6]2)=[C:22]([CH3:28])[CH:21]=1. The yield is 0.540. The catalyst is CN(C)C=O. (7) The product is [CH2:1]([C:3]1[CH:4]=[C:5]([CH3:10])[C:6]([OH:9])=[C:7]([CH:8]=1)[CH:16]=[O:17])[CH3:2]. The yield is 0.530. The catalyst is CC#N.O. The reactants are [CH2:1]([C:3]1[CH:8]=[CH:7][C:6]([OH:9])=[C:5]([CH3:10])[CH:4]=1)[CH3:2].[Mg+2].[Cl-].[Cl-].Cl.C[CH2:16][O:17]C(C)=O. (8) The reactants are FC(F)(F)C(O)=O.[Cl:8][C:9]1[CH:14]=[C:13]2[NH:15][C:16](=[O:38])[C:17]3([CH:21]([C:22]4[CH:27]=[CH:26][CH:25]=[C:24]([Cl:28])[C:23]=4[F:29])[CH:20]([C:30]([OH:32])=O)[NH:19][CH:18]3[CH2:33][C:34]([CH3:37])([CH3:36])[CH3:35])[C:12]2=[CH:11][CH:10]=1.C(N(C(C)C)CC)(C)C.C1(P(Cl)(C2C=CC=CC=2)=O)C=CC=CC=1.[CH3:63][O:64][C:65]([C:67]1[S:71][C:70]2[CH:72]=[CH:73][C:74]([NH2:76])=[CH:75][C:69]=2[CH:68]=1)=[O:66]. No catalyst specified. The product is [CH3:63][O:64][C:65]([C:67]1[S:71][C:70]2[CH:72]=[CH:73][C:74]([NH:76][C:30]([C@@H:20]3[NH:19][C@@H:18]([CH2:33][C:34]([CH3:36])([CH3:35])[CH3:37])[C@:17]4([C:12]5[C:13](=[CH:14][C:9]([Cl:8])=[CH:10][CH:11]=5)[NH:15][C:16]4=[O:38])[C@H:21]3[C:22]3[CH:27]=[CH:26][CH:25]=[C:24]([Cl:28])[C:23]=3[F:29])=[O:32])=[CH:75][C:69]=2[CH:68]=1)=[O:66]. The yield is 0.430.